Dataset: NCI-60 drug combinations with 297,098 pairs across 59 cell lines. Task: Regression. Given two drug SMILES strings and cell line genomic features, predict the synergy score measuring deviation from expected non-interaction effect. (1) Drug 1: CC1=C2C(C(=O)C3(C(CC4C(C3C(C(C2(C)C)(CC1OC(=O)C(C(C5=CC=CC=C5)NC(=O)C6=CC=CC=C6)O)O)OC(=O)C7=CC=CC=C7)(CO4)OC(=O)C)O)C)OC(=O)C. Drug 2: CC1=C(N=C(N=C1N)C(CC(=O)N)NCC(C(=O)N)N)C(=O)NC(C(C2=CN=CN2)OC3C(C(C(C(O3)CO)O)O)OC4C(C(C(C(O4)CO)O)OC(=O)N)O)C(=O)NC(C)C(C(C)C(=O)NC(C(C)O)C(=O)NCCC5=NC(=CS5)C6=NC(=CS6)C(=O)NCCC[S+](C)C)O. Cell line: DU-145. Synergy scores: CSS=44.1, Synergy_ZIP=-5.39, Synergy_Bliss=-2.40, Synergy_Loewe=-0.421, Synergy_HSA=0.684. (2) Drug 1: CC1C(C(CC(O1)OC2CC(CC3=C2C(=C4C(=C3O)C(=O)C5=C(C4=O)C(=CC=C5)OC)O)(C(=O)C)O)N)O.Cl. Drug 2: CC(C)(C#N)C1=CC(=CC(=C1)CN2C=NC=N2)C(C)(C)C#N. Cell line: HT29. Synergy scores: CSS=1.23, Synergy_ZIP=-4.23, Synergy_Bliss=-0.652, Synergy_Loewe=-13.4, Synergy_HSA=-2.30. (3) Cell line: OVCAR-4. Synergy scores: CSS=40.1, Synergy_ZIP=2.79, Synergy_Bliss=2.86, Synergy_Loewe=3.41, Synergy_HSA=6.40. Drug 1: CC1=C2C(C(=O)C3(C(CC4C(C3C(C(C2(C)C)(CC1OC(=O)C(C(C5=CC=CC=C5)NC(=O)OC(C)(C)C)O)O)OC(=O)C6=CC=CC=C6)(CO4)OC(=O)C)OC)C)OC. Drug 2: CN1CCC(CC1)COC2=C(C=C3C(=C2)N=CN=C3NC4=C(C=C(C=C4)Br)F)OC. (4) Drug 1: CC12CCC3C(C1CCC2=O)CC(=C)C4=CC(=O)C=CC34C. Drug 2: CCC1(CC2CC(C3=C(CCN(C2)C1)C4=CC=CC=C4N3)(C5=C(C=C6C(=C5)C78CCN9C7C(C=CC9)(C(C(C8N6C)(C(=O)OC)O)OC(=O)C)CC)OC)C(=O)OC)O.OS(=O)(=O)O. Cell line: HS 578T. Synergy scores: CSS=52.1, Synergy_ZIP=3.52, Synergy_Bliss=1.55, Synergy_Loewe=-6.82, Synergy_HSA=2.84. (5) Drug 1: CC1=C(C(CCC1)(C)C)C=CC(=CC=CC(=CC(=O)O)C)C. Drug 2: C1CC(C1)(C(=O)O)C(=O)O.[NH2-].[NH2-].[Pt+2]. Cell line: SR. Synergy scores: CSS=27.8, Synergy_ZIP=-2.54, Synergy_Bliss=-4.94, Synergy_Loewe=-23.4, Synergy_HSA=-7.10. (6) Cell line: NCI-H522. Synergy scores: CSS=73.6, Synergy_ZIP=23.7, Synergy_Bliss=28.0, Synergy_Loewe=28.8, Synergy_HSA=29.0. Drug 1: C1=C(C(=O)NC(=O)N1)N(CCCl)CCCl. Drug 2: CC1C(C(CC(O1)OC2CC(OC(C2O)C)OC3=CC4=CC5=C(C(=O)C(C(C5)C(C(=O)C(C(C)O)O)OC)OC6CC(C(C(O6)C)O)OC7CC(C(C(O7)C)O)OC8CC(C(C(O8)C)O)(C)O)C(=C4C(=C3C)O)O)O)O. (7) Drug 1: C1=CC(=C2C(=C1NCCNCCO)C(=O)C3=C(C=CC(=C3C2=O)O)O)NCCNCCO. Drug 2: CCCCCOC(=O)NC1=NC(=O)N(C=C1F)C2C(C(C(O2)C)O)O. Cell line: PC-3. Synergy scores: CSS=21.6, Synergy_ZIP=-3.86, Synergy_Bliss=4.59, Synergy_Loewe=-13.9, Synergy_HSA=4.91. (8) Drug 1: C1=C(C(=O)NC(=O)N1)F. Drug 2: C1CC(C1)(C(=O)O)C(=O)O.[NH2-].[NH2-].[Pt+2]. Cell line: T-47D. Synergy scores: CSS=24.5, Synergy_ZIP=-7.91, Synergy_Bliss=-10.8, Synergy_Loewe=-12.7, Synergy_HSA=-7.11. (9) Drug 1: C1=CC(=CC=C1CCCC(=O)O)N(CCCl)CCCl. Drug 2: C1=NC2=C(N=C(N=C2N1C3C(C(C(O3)CO)O)O)F)N. Cell line: OVCAR-4. Synergy scores: CSS=-3.00, Synergy_ZIP=0.382, Synergy_Bliss=-0.102, Synergy_Loewe=-2.46, Synergy_HSA=-1.81.